Dataset: Full USPTO retrosynthesis dataset with 1.9M reactions from patents (1976-2016). Task: Predict the reactants needed to synthesize the given product. (1) The reactants are: [Br:1][C:2]1[CH:7]=[CH:6][C:5]([C:8]([O:10][CH2:11][C:12]2[CH:17]=[CH:16][CH:15]=[CH:14][CH:13]=2)=[CH2:9])=[C:4]([CH3:18])[CH:3]=1.[CH2:19](I)I. Given the product [Br:1][C:2]1[CH:7]=[CH:6][C:5]([C:8]2([O:10][CH2:11][C:12]3[CH:13]=[CH:14][CH:15]=[CH:16][CH:17]=3)[CH2:19][CH2:9]2)=[C:4]([CH3:18])[CH:3]=1, predict the reactants needed to synthesize it. (2) Given the product [Cl:1][C:2]1[C:3]([O:29][CH3:28])=[N:4][C:5]([NH:21][CH2:22][C:23]([OH:25])=[O:24])=[C:6]([Cl:20])[C:7]=1[O:8][C:9]1[CH:14]=[CH:13][C:12]([OH:32])=[C:11]([CH:17]([CH3:18])[CH3:19])[CH:10]=1, predict the reactants needed to synthesize it. The reactants are: [Cl:1][C:2]1[C:3](F)=[N:4][C:5]([NH:21][CH2:22][C:23]([O:25]C)=[O:24])=[C:6]([Cl:20])[C:7]=1[O:8][C:9]1[CH:14]=[CH:13][C:12](OC)=[C:11]([CH:17]([CH3:19])[CH3:18])[CH:10]=1.[CH3:28][O-:29].[Na+].C[OH:32]. (3) Given the product [C:49]([C:51]1[N:56]=[CH:55][C:54]([C:57]2[C:69]3[C:68]4[C:63](=[CH:64][CH:65]=[CH:66][CH:67]=4)[N:62]([C:70]4[CH:78]=[CH:77][C:73]([C:74]([NH2:8])=[O:76])=[C:72]([NH:79][CH:80]5[CH2:81][C:82]([CH3:89])([CH3:90])[N:83]([CH3:88])[C:84]([CH3:87])([CH3:86])[CH2:85]5)[CH:71]=4)[C:61]=3[CH:60]=[CH:59][CH:58]=2)=[CH:53][CH:52]=1)#[N:50], predict the reactants needed to synthesize it. The reactants are: F[P-](F)(F)(F)(F)F.[N:8]1(O[P+](N(C)C)(N(C)C)N(C)C)C2C=CC=CC=2N=N1.OC1C2N=NNC=2C=CC=1.[Cl-].[NH4+].C(N(C(C)C)CC)(C)C.[C:49]([C:51]1[N:56]=[CH:55][C:54]([C:57]2[C:69]3[C:68]4[C:63](=[CH:64][CH:65]=[CH:66][CH:67]=4)[N:62]([C:70]4[CH:78]=[CH:77][C:73]([C:74]([OH:76])=O)=[C:72]([NH:79][CH:80]5[CH2:85][C:84]([CH3:87])([CH3:86])[N:83]([CH3:88])[C:82]([CH3:90])([CH3:89])[CH2:81]5)[CH:71]=4)[C:61]=3[CH:60]=[CH:59][CH:58]=2)=[CH:53][CH:52]=1)#[N:50]. (4) Given the product [Br-:1].[Br-:1].[C:25]1([P+:18]([C:12]2[CH:13]=[CH:14][CH:15]=[CH:16][CH:17]=2)([C:19]2[CH:24]=[CH:23][CH:22]=[CH:21][CH:20]=2)[CH2:2][CH2:3][CH2:4][CH2:5][CH2:6][CH2:7][CH2:8][CH2:9][CH2:10][P+:18]([C:36]2[CH:35]=[CH:30][CH:25]=[CH:26][CH:27]=2)([C:19]2[CH:20]=[CH:21][CH:22]=[CH:23][CH:24]=2)[C:12]2[CH:17]=[CH:16][CH:15]=[CH:14][CH:13]=2)[CH:26]=[CH:27][CH:28]=[CH:29][CH:30]=1, predict the reactants needed to synthesize it. The reactants are: [Br:1][CH2:2][CH2:3][CH2:4][CH2:5][CH2:6][CH2:7][CH2:8][CH2:9][CH2:10]Br.[C:12]1([P:18]([C:25]2[CH:30]=[CH:29][CH:28]=[CH:27][CH:26]=2)[C:19]2[CH:24]=[CH:23][CH:22]=[CH:21][CH:20]=2)[CH:17]=[CH:16][CH:15]=[CH:14][CH:13]=1.C(O[CH2:35][CH3:36])(=O)C. (5) Given the product [CH3:28][O:27][C:22]1[CH:23]=[CH:24][CH:25]=[CH:26][C:21]=1[CH2:20][NH:19][C:15]1[C:14]2[N:13]([N:12]=[C:11]([NH:1][C:2]3[CH:7]=[N:6][C:5]([O:8][CH3:9])=[CH:4][CH:3]=3)[N:29]=2)[CH:18]=[CH:17][CH:16]=1, predict the reactants needed to synthesize it. The reactants are: [NH2:1][C:2]1[CH:3]=[CH:4][C:5]([O:8][CH3:9])=[N:6][CH:7]=1.Cl[C:11]1[N:29]=[C:14]2[C:15]([NH:19][CH2:20][C:21]3[CH:26]=[CH:25][CH:24]=[CH:23][C:22]=3[O:27][CH3:28])=[CH:16][CH:17]=[CH:18][N:13]2[N:12]=1. (6) Given the product [F:37][C:4]1[CH:3]=[C:2]([NH:1][C:41](=[O:42])[CH2:40][C:39](=[O:38])[NH:44][C:45]2[CH:46]=[CH:47][CH:48]=[CH:49][CH:50]=2)[CH:36]=[CH:35][C:5]=1[O:6][C:7]1[CH:12]=[CH:11][N:10]=[C:9]2[CH:13]=[C:14]([C:16]3[N:17]([CH3:34])[C:18]([CH2:21][N:22]([CH2:30][CH2:31][O:32][CH3:33])[C:23](=[O:29])[O:24][C:25]([CH3:28])([CH3:27])[CH3:26])=[CH:19][N:20]=3)[S:15][C:8]=12, predict the reactants needed to synthesize it. The reactants are: [NH2:1][C:2]1[CH:36]=[CH:35][C:5]([O:6][C:7]2[CH:12]=[CH:11][N:10]=[C:9]3[CH:13]=[C:14]([C:16]4[N:17]([CH3:34])[C:18]([CH2:21][N:22]([CH2:30][CH2:31][O:32][CH3:33])[C:23](=[O:29])[O:24][C:25]([CH3:28])([CH3:27])[CH3:26])=[CH:19][N:20]=4)[S:15][C:8]=23)=[C:4]([F:37])[CH:3]=1.[O:38]=[C:39]([NH:44][C:45]1[CH:50]=[CH:49][CH:48]=[CH:47][CH:46]=1)[CH2:40][C:41](O)=[O:42].C(Cl)CCl. (7) Given the product [O:29]1[CH2:30][CH2:31][CH:26]([CH2:25][NH:24][C:22]([C:17]2[C:16]([NH:15][C:13]([C:6]3[C:7]4[C:12](=[CH:11][CH:10]=[CH:9][CH:8]=4)[C:3]([CH2:2][O:41][N:34]4[C:35]5=[N:36][CH:37]=[CH:38][CH:39]=[C:40]5[N:32]=[N:33]4)=[CH:4][CH:5]=3)=[O:14])=[CH:21][CH:20]=[CH:19][N:18]=2)=[O:23])[CH2:27][CH2:28]1, predict the reactants needed to synthesize it. The reactants are: Br[CH2:2][C:3]1[C:12]2[C:7](=[CH:8][CH:9]=[CH:10][CH:11]=2)[C:6]([C:13]([NH:15][C:16]2[C:17]([C:22]([NH:24][CH2:25][CH:26]3[CH2:31][CH2:30][O:29][CH2:28][CH2:27]3)=[O:23])=[N:18][CH:19]=[CH:20][CH:21]=2)=[O:14])=[CH:5][CH:4]=1.[N:32]1[C:40]2[C:35](=[N:36][CH:37]=[CH:38][CH:39]=2)[N:34]([OH:41])[N:33]=1.